This data is from Forward reaction prediction with 1.9M reactions from USPTO patents (1976-2016). The task is: Predict the product of the given reaction. Given the reactants [NH2:1][C@H:2]1[CH2:7][CH2:6][C@H:5]([NH:8][C:9]2[CH:10]=[C:11]([NH:28][C:29]3[CH:34]=[CH:33][CH:32]=[C:31](Br)[N:30]=3)[C:12]3[N:13]([C:15]([C:18]([NH:20][C:21]4[CH:26]=[CH:25][N:24]=[CH:23][C:22]=4[F:27])=[O:19])=[CH:16][N:17]=3)[N:14]=2)[CH2:4][CH2:3]1.[CH3:36][N:37]1[CH2:42][CH2:41][NH:40][CH2:39][CH2:38]1, predict the reaction product. The product is: [NH2:1][C@H:2]1[CH2:7][CH2:6][C@H:5]([NH:8][C:9]2[CH:10]=[C:11]([NH:28][C:29]3[CH:34]=[CH:33][CH:32]=[C:31]([N:40]4[CH2:41][CH2:42][N:37]([CH3:36])[CH2:38][CH2:39]4)[N:30]=3)[C:12]3[N:13]([C:15]([C:18]([NH:20][C:21]4[CH:26]=[CH:25][N:24]=[CH:23][C:22]=4[F:27])=[O:19])=[CH:16][N:17]=3)[N:14]=2)[CH2:4][CH2:3]1.